From a dataset of Full USPTO retrosynthesis dataset with 1.9M reactions from patents (1976-2016). Predict the reactants needed to synthesize the given product. (1) Given the product [F:18][C:19]1[CH:24]=[CH:23][C:22]([N:25]2[C:33]3[C:28](=[CH:29][C:30]([C:34]([N:1]4[CH2:2][CH:3]([CH:5]5[CH2:6][CH2:7][N:8]([C:11]([C:13]6[S:14][CH:15]=[CH:16][N:17]=6)=[O:12])[CH2:9][CH2:10]5)[CH2:4]4)=[O:35])=[CH:31][CH:32]=3)[CH:27]=[CH:26]2)=[CH:21][CH:20]=1, predict the reactants needed to synthesize it. The reactants are: [NH:1]1[CH2:4][CH:3]([CH:5]2[CH2:10][CH2:9][N:8]([C:11]([C:13]3[S:14][CH:15]=[CH:16][N:17]=3)=[O:12])[CH2:7][CH2:6]2)[CH2:2]1.[F:18][C:19]1[CH:24]=[CH:23][C:22]([N:25]2[C:33]3[C:28](=[CH:29][C:30]([C:34](O)=[O:35])=[CH:31][CH:32]=3)[CH:27]=[CH:26]2)=[CH:21][CH:20]=1.CCN(CC)CC.CN(C(ON1N=NC2C=CC=NC1=2)=[N+](C)C)C.F[P-](F)(F)(F)(F)F. (2) Given the product [CH3:11][O:10][C:9]1[CH:8]=[CH:7][C:6]([S:12]([N:15]2[CH2:20][CH2:19][O:18][CH2:17][CH2:16]2)(=[O:14])=[O:13])=[CH:5][C:4]=1[NH:1][C:2]([NH:21][C:22]1[C:30]2[N:29]=[CH:28][N:27]([CH3:31])[C:26]=2[CH:25]=[CH:24][CH:23]=1)=[S:3], predict the reactants needed to synthesize it. The reactants are: [N:1]([C:4]1[CH:5]=[C:6]([S:12]([N:15]2[CH2:20][CH2:19][O:18][CH2:17][CH2:16]2)(=[O:14])=[O:13])[CH:7]=[CH:8][C:9]=1[O:10][CH3:11])=[C:2]=[S:3].[NH2:21][C:22]1[C:30]2[N:29]=[CH:28][N:27]([CH3:31])[C:26]=2[CH:25]=[CH:24][CH:23]=1.COC1C=CN=CC=1NC(NC1C2N=CN(C)C=2C=CC=1)=S. (3) The reactants are: [O:1]1[C:5]2C=CC(C(=O)C)=[CH:9][C:4]=2[CH2:3][CH2:2]1.N[OH:14].Cl.[N:16]1[CH:21]=[CH:20][CH:19]=[CH:18][CH:17]=1. Given the product [O:1]1[C:5]2[CH:17]=[CH:18][C:19]([CH2:20][C:21]([NH2:16])=[O:14])=[CH:9][C:4]=2[CH2:3][CH2:2]1, predict the reactants needed to synthesize it. (4) Given the product [C:1]1([C:24]2[CH:29]=[CH:28][CH:27]=[CH:26][CH:25]=2)[CH:6]=[CH:5][C:4]([CH2:7][C@@H:8]([NH:17][C:18]([C:19]2[O:20][C:35](=[O:36])[NH:22][N:21]=2)=[O:23])[CH2:9][C@@H:10]([CH3:16])[C:11]([O:13][CH2:14][CH3:15])=[O:12])=[CH:3][CH:2]=1, predict the reactants needed to synthesize it. The reactants are: [C:1]1([C:24]2[CH:29]=[CH:28][CH:27]=[CH:26][CH:25]=2)[CH:6]=[CH:5][C:4]([CH2:7][C@@H:8]([NH:17][C:18](=[O:23])[C:19]([NH:21][NH2:22])=[O:20])[CH2:9][C@@H:10]([CH3:16])[C:11]([O:13][CH2:14][CH3:15])=[O:12])=[CH:3][CH:2]=1.C1N=CN([C:35](N2C=NC=C2)=[O:36])C=1. (5) Given the product [Br:18][C:14]1[CH:13]=[C:12]([N:8]2[C:9]3[C:5](=[CH:4][C:3]([CH2:2][NH:1][C:23](=[O:25])[CH3:24])=[CH:11][CH:10]=3)[C:6]([C:19]([O:21][CH3:22])=[O:20])=[N:7]2)[CH:17]=[CH:16][CH:15]=1, predict the reactants needed to synthesize it. The reactants are: [NH2:1][CH2:2][C:3]1[CH:4]=[C:5]2[C:9](=[CH:10][CH:11]=1)[N:8]([C:12]1[CH:17]=[CH:16][CH:15]=[C:14]([Br:18])[CH:13]=1)[N:7]=[C:6]2[C:19]([O:21][CH3:22])=[O:20].[C:23](OC(=O)C)(=[O:25])[CH3:24].C(N(CC)CC)C. (6) The reactants are: Br[C:2]1[CH:3]=[C:4]2[C:8](=[CH:9][CH:10]=1)[N:7]([C:11]1[CH:16]=[CH:15][C:14]([F:17])=[CH:13][CH:12]=1)[N:6]=[CH:5]2.[Li]CCCC.C(=O)=O.CC(C)=O.[Na].[Cl:31][C:32]1[N:33]=[CH:34][CH:35]=[C:36]2[C:40]([C:41](=[O:46])[C:42]([F:45])([F:44])[F:43])=[CH:39][NH:38][C:37]=12.[H-].[Na+]. Given the product [Cl:31][C:32]1[N:33]=[CH:34][CH:35]=[C:36]2[C:40]([C:41]([C:2]3[CH:3]=[C:4]4[C:8](=[CH:9][CH:10]=3)[N:7]([C:11]3[CH:16]=[CH:15][C:14]([F:17])=[CH:13][CH:12]=3)[N:6]=[CH:5]4)([OH:46])[C:42]([F:43])([F:44])[F:45])=[CH:39][NH:38][C:37]=12, predict the reactants needed to synthesize it.